This data is from Catalyst prediction with 721,799 reactions and 888 catalyst types from USPTO. The task is: Predict which catalyst facilitates the given reaction. (1) Reactant: [Cl-].[F:2][C:3]1[CH:29]=[CH:28][C:6]([CH2:7][C@H:8]2[C@H:16]([CH3:17])[O:15][C:14](=[O:18])[C@@H:13]([NH3+:19])[CH2:12][CH2:11][O:10][C@@H:9]2[CH2:20][CH2:21][C:22]2[CH:27]=[CH:26][CH:25]=[CH:24][CH:23]=2)=[CH:5][CH:4]=1.[OH:30][C:31]1[C:32]([C:39](O)=[O:40])=[N:33][CH:34]=[CH:35][C:36]=1[O:37][CH3:38].C(N(C(C)C)C(C)C)C.C1CN([P+](ON2N=NC3C=CC=CC2=3)(N2CCCC2)N2CCCC2)CC1.F[P-](F)(F)(F)(F)F. Product: [F:2][C:3]1[CH:4]=[CH:5][C:6]([CH2:7][C@H:8]2[C@H:16]([CH3:17])[O:15][C:14](=[O:18])[C@@H:13]([NH:19][C:39](=[O:40])[C:32]3[C:31]([OH:30])=[C:36]([O:37][CH3:38])[CH:35]=[CH:34][N:33]=3)[CH2:12][CH2:11][O:10][C@@H:9]2[CH2:20][CH2:21][C:22]2[CH:27]=[CH:26][CH:25]=[CH:24][CH:23]=2)=[CH:28][CH:29]=1. The catalyst class is: 2. (2) Reactant: Cl[C:2]1[C:3]([C:11]([O:13][CH3:14])=[O:12])=[N:4][C:5]([CH:8]2[CH2:10][CH2:9]2)=[CH:6][CH:7]=1.[CH2:15]([N:22]1[C:30]2[C:25](=[CH:26][C:27]([NH2:31])=[CH:28][CH:29]=2)[CH:24]=[CH:23]1)[C:16]1[CH:21]=[CH:20][CH:19]=[CH:18][CH:17]=1.C(=O)([O-])[O-].[Cs+].[Cs+]. Product: [CH2:15]([N:22]1[C:30]2[C:25](=[CH:26][C:27]([NH:31][C:2]3[C:3]([C:11]([O:13][CH3:14])=[O:12])=[N:4][C:5]([CH:8]4[CH2:10][CH2:9]4)=[CH:6][CH:7]=3)=[CH:28][CH:29]=2)[CH:24]=[CH:23]1)[C:16]1[CH:17]=[CH:18][CH:19]=[CH:20][CH:21]=1. The catalyst class is: 102. (3) Reactant: Cl[C:2]1[C:3](=[O:24])[N:4]([C:16]2[CH:21]=[CH:20][C:19]([Cl:22])=[C:18]([Cl:23])[CH:17]=2)[C:5](=[O:15])[C:6]=1[C:7]1[CH:12]=[CH:11][C:10]([O:13][CH3:14])=[CH:9][CH:8]=1.Cl.[CH3:26][N:27]([CH3:31])[CH2:28][CH2:29][SH:30].C(=O)([O-])[O-].[K+].[K+]. Product: [Cl:23][C:18]1[CH:17]=[C:16]([N:4]2[C:5](=[O:15])[C:6]([C:7]3[CH:12]=[CH:11][C:10]([O:13][CH3:14])=[CH:9][CH:8]=3)=[C:2]([S:30][CH2:29][CH2:28][N:27]([CH3:31])[CH3:26])[C:3]2=[O:24])[CH:21]=[CH:20][C:19]=1[Cl:22]. The catalyst class is: 1. (4) Reactant: [O:1]=[C:2]1[NH:7][C:6]([C@H:8]2[CH2:12][CH2:11][CH2:10][N:9]2[C:13]2[CH:18]=[CH:17][N:16]3[N:19]=[CH:20][C:21]([C:22]([O:24][CH2:25][CH3:26])=[O:23])=[C:15]3[N:14]=2)=[CH:5][CH:4]=[CH:3]1.[H-].[Li+].Br[CH2:30][CH2:31][CH2:32][N:33]1[C:41](=[O:42])[C:40]2[C:35](=[CH:36][CH:37]=[CH:38][CH:39]=2)[C:34]1=[O:43]. Product: [O:43]=[C:34]1[C:35]2[C:40](=[CH:39][CH:38]=[CH:37][CH:36]=2)[C:41](=[O:42])[N:33]1[CH2:32][CH2:31][CH2:30][O:1][C:2]1[N:7]=[C:6]([C@H:8]2[CH2:12][CH2:11][CH2:10][N:9]2[C:13]2[CH:18]=[CH:17][N:16]3[N:19]=[CH:20][C:21]([C:22]([O:24][CH2:25][CH3:26])=[O:23])=[C:15]3[N:14]=2)[CH:5]=[CH:4][CH:3]=1. The catalyst class is: 3. (5) Reactant: [CH2:1]([C:4]([C:12]1[CH:17]=[CH:16][CH:15]=[CH:14][CH:13]=1)([CH2:9][CH:10]=[CH2:11])[C:5]([O:7][CH3:8])=[O:6])[CH:2]=[CH2:3]. Product: [C:12]1([C:4]([CH2:9][CH2:10][CH3:11])([CH2:1][CH2:2][CH3:3])[C:5]([O:7][CH3:8])=[O:6])[CH:17]=[CH:16][CH:15]=[CH:14][CH:13]=1. The catalyst class is: 78.